Dataset: Full USPTO retrosynthesis dataset with 1.9M reactions from patents (1976-2016). Task: Predict the reactants needed to synthesize the given product. Given the product [Cl:1][C:2]1[CH:3]=[CH:4][C:5]([O:22][CH3:23])=[C:6]([C:8](=[O:21])/[CH:9]=[C:10]2\[S:11][C:12]([C:33]([OH:34])([CH3:35])[CH3:32])=[C:13]([CH3:20])[N:14]\2[CH2:15][CH:16]2[CH2:17][CH2:18][CH2:19]2)[CH:7]=1, predict the reactants needed to synthesize it. The reactants are: [Cl:1][C:2]1[CH:3]=[CH:4][C:5]([O:22][CH3:23])=[C:6]([C:8](=[O:21])/[CH:9]=[C:10]2\[S:11][CH:12]=[C:13]([CH3:20])[N:14]\2[CH2:15][CH:16]2[CH2:19][CH2:18][CH2:17]2)[CH:7]=1.C([N-]C(C)C)(C)C.[Li+].[CH3:32][C:33]([CH3:35])=[O:34].